This data is from Catalyst prediction with 721,799 reactions and 888 catalyst types from USPTO. The task is: Predict which catalyst facilitates the given reaction. (1) Reactant: [NH2:1][CH2:2][C:3]1[CH:4]=[CH:5][C:6]([Cl:25])=[C:7]([C:9]2[NH:13][C:12](=[O:14])[N:11]([C:15]3[CH:20]=[CH:19][C:18]([C:21]([F:24])([F:23])[F:22])=[CH:17][CH:16]=3)[N:10]=2)[CH:8]=1.[CH:26]1([C:30](Cl)=[O:31])[CH2:29][CH2:28][CH2:27]1. Product: [Cl:25][C:6]1[CH:5]=[CH:4][C:3]([CH2:2][NH:1][C:30]([CH:26]2[CH2:29][CH2:28][CH2:27]2)=[O:31])=[CH:8][C:7]=1[C:9]1[NH:13][C:12](=[O:14])[N:11]([C:15]2[CH:16]=[CH:17][C:18]([C:21]([F:24])([F:23])[F:22])=[CH:19][CH:20]=2)[N:10]=1. The catalyst class is: 2. (2) Reactant: [CH3:1][O:2][C:3](=[O:14])[CH2:4][CH2:5][CH2:6][N:7]([CH2:9][CH2:10][CH2:11][CH2:12][OH:13])[CH3:8].C1C=C[NH+]=CC=1.[O-][Cr](Cl)(=O)=O. Product: [CH3:1][O:2][C:3](=[O:14])[CH2:4][CH2:5][CH2:6][N:7]([CH3:8])[CH2:9][CH2:10][CH2:11][CH:12]=[O:13]. The catalyst class is: 2.